This data is from Forward reaction prediction with 1.9M reactions from USPTO patents (1976-2016). The task is: Predict the product of the given reaction. (1) Given the reactants [I:1][C:2]1[CH:7]=[CH:6][NH:5][C:4](=[O:8])[CH:3]=1.[CH:9](I)([CH3:11])[CH3:10], predict the reaction product. The product is: [I:1][C:2]1[CH:7]=[CH:6][N:5]([CH:9]([CH3:11])[CH3:10])[C:4](=[O:8])[CH:3]=1. (2) Given the reactants Cl.Cl.C(O[C:6]([C:8]1[CH:9]=[C:10]2[C:14](=[CH:15][CH:16]=1)[NH:13][N:12]=[C:11]2[C:17]1[CH:26]=[CH:25][C:24]2[C:19](=[CH:20][CH:21]=[C:22]([C:27](=[O:31])[NH:28][CH2:29][CH3:30])[CH:23]=2)[CH:18]=1)=[NH:7])C.[N:32]1([CH2:37][C:38]([NH:40][NH2:41])=O)[CH2:36][CH2:35][CH2:34][CH2:33]1.C(N(CC)CC)C, predict the reaction product. The product is: [CH2:29]([NH:28][C:27]([C:22]1[CH:21]=[CH:20][C:19]2[C:24](=[CH:25][CH:26]=[C:17]([C:11]3[C:10]4[C:14](=[CH:15][CH:16]=[C:8]([C:6]5[NH:41][N:40]=[C:38]([CH2:37][N:32]6[CH2:36][CH2:35][CH2:34][CH2:33]6)[N:7]=5)[CH:9]=4)[NH:13][N:12]=3)[CH:18]=2)[CH:23]=1)=[O:31])[CH3:30]. (3) Given the reactants [CH2:1]([O:3][C:4]([C:6]1[C:7]2[S:15][CH:14]=[C:13]([CH2:16]Br)[C:8]=2[C:9]([Cl:12])=[N:10][CH:11]=1)=[O:5])[CH3:2].[CH2:18]1[O:22][C:21]2[CH:23]=[C:24]([OH:27])[CH:25]=[CH:26][C:20]=2[O:19]1.C(=O)([O-])[O-].[K+].[K+], predict the reaction product. The product is: [CH2:1]([O:3][C:4]([C:6]1[C:7]2[S:15][CH:14]=[C:13]([CH2:16][O:27][C:24]3[CH:25]=[CH:26][C:20]4[O:19][CH2:18][O:22][C:21]=4[CH:23]=3)[C:8]=2[C:9]([Cl:12])=[N:10][CH:11]=1)=[O:5])[CH3:2]. (4) Given the reactants [NH2:1][CH:2]1[C:11]2[CH:10]=[N:9][CH:8]=[C:7]([N:12]3[CH:20]([CH2:21][CH3:22])[C:19]4[C:14](=[CH:15][CH:16]=[C:17]([Cl:23])[CH:18]=4)[C:13]3=[O:24])[C:6]=2[CH2:5][CH2:4][CH2:3]1.CCN(CC)CC.[CH3:32][S:33](Cl)(=[O:35])=[O:34].Cl, predict the reaction product. The product is: [Cl:23][C:17]1[CH:18]=[C:19]2[C:14](=[CH:15][CH:16]=1)[C:13](=[O:24])[N:12]([C:7]1[C:6]3[CH2:5][CH2:4][CH2:3][CH:2]([NH:1][S:33]([CH3:32])(=[O:35])=[O:34])[C:11]=3[CH:10]=[N:9][CH:8]=1)[CH:20]2[CH2:21][CH3:22]. (5) Given the reactants [C:1]1([C:21]2[CH:26]=[CH:25][CH:24]=[CH:23][CH:22]=2)[CH:6]=[CH:5][CH:4]=[CH:3][C:2]=1[NH:7][C:8]1[C:13]2[O:14][C:15]3[CH:20]=[CH:19][CH:18]=[CH:17][C:16]=3[C:12]=2[CH:11]=[CH:10][CH:9]=1.I[C:28]1[CH:33]=[CH:32][C:31]([O:34][CH3:35])=[CH:30][CH:29]=1.C(=O)([O-])[O-].[K+].[K+].C1OCCOCCOCCOCCOCCOC1, predict the reaction product. The product is: [C:1]1([C:21]2[CH:22]=[CH:23][CH:24]=[CH:25][CH:26]=2)[CH:6]=[CH:5][CH:4]=[CH:3][C:2]=1[N:7]([C:28]1[CH:33]=[CH:32][C:31]([O:34][CH3:35])=[CH:30][CH:29]=1)[C:8]1[C:13]2[O:14][C:15]3[CH:20]=[CH:19][CH:18]=[CH:17][C:16]=3[C:12]=2[CH:11]=[CH:10][CH:9]=1. (6) Given the reactants [CH3:1][S:2](Cl)(=[O:4])=[O:3].[CH2:6]1[O:15][C:9]2([CH2:14][CH2:13][NH:12][CH2:11][CH2:10]2)[O:8][CH2:7]1.C(N(CC)CC)C, predict the reaction product. The product is: [CH2:6]1[O:15][C:9]2([CH2:14][CH2:13][N:12]([S:2]([CH3:1])(=[O:4])=[O:3])[CH2:11][CH2:10]2)[O:8][CH2:7]1. (7) The product is: [CH3:55][CH:52]1[N:51]([C:56]2[CH:61]=[CH:60][C:59]([C:62]([N:64]3[CH2:65][CH2:66][N:67]([C:70]4[C:75]([CH3:76])=[CH:74][C:73]([CH3:77])=[C:72]([CH3:78])[N:71]=4)[CH2:68][CH2:69]3)=[O:63])=[CH:58][CH:57]=2)[C:50](=[O:79])[NH:49][C:53]1=[O:54]. Given the reactants IC1C=CC(C(N2CCN(C3C(C)=CC(C)=C(C)N=3)CC2)=O)=CC=1.COC1C=CC(CN2C(=O)C(C)NC2=O)=CC=1.COC1C=CC(C[N:49]2[C:53](=[O:54])[CH:52]([CH3:55])[N:51]([C:56]3[CH:61]=[CH:60][C:59]([C:62]([N:64]4[CH2:69][CH2:68][N:67]([C:70]5[C:75]([CH3:76])=[CH:74][C:73]([CH3:77])=[C:72]([CH3:78])[N:71]=5)[CH2:66][CH2:65]4)=[O:63])=[CH:58][CH:57]=3)[C:50]2=[O:79])=CC=1, predict the reaction product. (8) Given the reactants [C:1]([C:5]1[N:9]([CH2:10][CH2:11][C:12]2[CH:17]=[CH:16][CH:15]=[CH:14][CH:13]=2)[C:8]([CH3:18])=[C:7]([C:19]([O:21][CH2:22][CH3:23])=[O:20])[C:6]=1[CH:24]=O)([CH3:4])([CH3:3])[CH3:2].C([SiH](CC)CC)C, predict the reaction product. The product is: [C:1]([C:5]1[N:9]([CH2:10][CH2:11][C:12]2[CH:17]=[CH:16][CH:15]=[CH:14][CH:13]=2)[C:8]([CH3:18])=[C:7]([C:19]([O:21][CH2:22][CH3:23])=[O:20])[C:6]=1[CH3:24])([CH3:4])([CH3:3])[CH3:2]. (9) Given the reactants [CH:1]([N:4]1[C:10]2[CH:11]=[CH:12][CH:13]=[CH:14][C:9]=2[O:8][C@H:7]([C:15]2[CH:20]=[CH:19][CH:18]=[CH:17][CH:16]=2)[C@H:6]([NH:21]C(=O)OC(C)(C)C)[C:5]1=[O:29])([CH3:3])[CH3:2].FC(F)(F)C(O)=O, predict the reaction product. The product is: [NH2:21][C@@H:6]1[C:5](=[O:29])[N:4]([CH:1]([CH3:3])[CH3:2])[C:10]2[CH:11]=[CH:12][CH:13]=[CH:14][C:9]=2[O:8][C@@H:7]1[C:15]1[CH:20]=[CH:19][CH:18]=[CH:17][CH:16]=1. (10) Given the reactants Cl[C:2]1[CH:10]=[C:9]2[C:5]([C:6]([C:11]3[CH:16]=[CH:15][N:14]=[C:13]([NH:17][CH:18]4[CH2:23][C:22]([CH3:25])([CH3:24])[NH:21][C:20]([CH3:27])([CH3:26])[CH2:19]4)[N:12]=3)=[CH:7][NH:8]2)=[CH:4][CH:3]=1.[CH:28]([N:30]1[CH:34]=[CH:33][N:32]=[CH:31]1)=[CH2:29].CCCC[N+](CCCC)(CCCC)CCCC.[F-], predict the reaction product. The product is: [N:30]1(/[CH:28]=[CH:29]/[C:2]2[CH:10]=[C:9]3[C:5]([C:6]([C:11]4[CH:16]=[CH:15][N:14]=[C:13]([NH:17][CH:18]5[CH2:19][C:20]([CH3:27])([CH3:26])[NH:21][C:22]([CH3:24])([CH3:25])[CH2:23]5)[N:12]=4)=[CH:7][NH:8]3)=[CH:4][CH:3]=2)[CH:34]=[CH:33][N:32]=[CH:31]1.